From a dataset of Full USPTO retrosynthesis dataset with 1.9M reactions from patents (1976-2016). Predict the reactants needed to synthesize the given product. Given the product [CH3:16][O:15][CH:12]([O:13][CH3:14])[C:11]1[C:2]([N:20]2[CH2:21][CH2:22][O:18][C:19]2=[O:23])=[CH:3][C:4]2[CH2:5][CH2:6][CH2:7][NH:8][C:9]=2[N:10]=1, predict the reactants needed to synthesize it. The reactants are: Br[C:2]1[CH:3]=[C:4]2[C:9](=[N:10][C:11]=1[CH:12]([O:15][CH3:16])[O:13][CH3:14])[NH:8][C@H:7](C)[CH2:6][CH2:5]2.[O:18]1[CH2:22][CH2:21][NH:20][C:19]1=[O:23].[O-]P([O-])([O-])=O.[K+].[K+].[K+].[C@H]1(N)CCCC[C@@H]1N.